This data is from Reaction yield outcomes from USPTO patents with 853,638 reactions. The task is: Predict the reaction yield, written as a fraction of the theoretical maximum amount of product (1.0 means a 100% yield; for example, 0.34 means a 34% yield). (1) The catalyst is O1CCCC1.O. The reactants are [I:1][C:2]1[CH:3]=[C:4]2[C:9](=[CH:10][C:11]=1[O:12][CH3:13])[O:8][CH:7]([C:14]([F:17])([F:16])[F:15])[C:6]([C:18]([O:20]CC)=[O:19])=[CH:5]2.O.[OH-].[Li+]. The product is [I:1][C:2]1[CH:3]=[C:4]2[C:9](=[CH:10][C:11]=1[O:12][CH3:13])[O:8][CH:7]([C:14]([F:17])([F:15])[F:16])[C:6]([C:18]([OH:20])=[O:19])=[CH:5]2. The yield is 0.810. (2) The product is [CH:1]1([CH2:7][CH2:8][C@@H:9]([CH3:17])[CH2:10][CH2:11][CH:12]=[O:14])[CH2:6][CH2:5][CH2:4][CH2:3][CH2:2]1. The reactants are [CH:1]1([CH2:7][CH2:8][C@@H:9]([CH3:17])[CH2:10][CH2:11][CH:12]2[O:14]C2(C)C)[CH2:6][CH2:5][CH2:4][CH2:3][CH2:2]1.CC(C)=O.I([O-])(=O)(=O)=O.[K+]. The yield is 0.810. The catalyst is O.